Regression. Given two drug SMILES strings and cell line genomic features, predict the synergy score measuring deviation from expected non-interaction effect. From a dataset of NCI-60 drug combinations with 297,098 pairs across 59 cell lines. (1) Drug 1: C1=C(C(=O)NC(=O)N1)F. Drug 2: C1C(C(OC1N2C=C(C(=O)NC2=O)F)CO)O. Cell line: OVCAR-8. Synergy scores: CSS=54.2, Synergy_ZIP=-2.02, Synergy_Bliss=-5.07, Synergy_Loewe=2.27, Synergy_HSA=4.06. (2) Drug 1: C#CCC(CC1=CN=C2C(=N1)C(=NC(=N2)N)N)C3=CC=C(C=C3)C(=O)NC(CCC(=O)O)C(=O)O. Drug 2: CC1=C(C(=O)C2=C(C1=O)N3CC4C(C3(C2COC(=O)N)OC)N4)N. Cell line: EKVX. Synergy scores: CSS=7.61, Synergy_ZIP=-2.71, Synergy_Bliss=0.303, Synergy_Loewe=1.03, Synergy_HSA=1.25. (3) Drug 1: C1CC(=O)NC(=O)C1N2CC3=C(C2=O)C=CC=C3N. Drug 2: C1CCC(C(C1)N)N.C(=O)(C(=O)[O-])[O-].[Pt+4]. Cell line: RPMI-8226. Synergy scores: CSS=46.5, Synergy_ZIP=0.0640, Synergy_Bliss=0.888, Synergy_Loewe=4.11, Synergy_HSA=4.20. (4) Drug 2: C1CN(CCN1C(=O)CCBr)C(=O)CCBr. Synergy scores: CSS=37.2, Synergy_ZIP=-1.64, Synergy_Bliss=1.28, Synergy_Loewe=-3.92, Synergy_HSA=3.71. Cell line: OVCAR-8. Drug 1: CC=C1C(=O)NC(C(=O)OC2CC(=O)NC(C(=O)NC(CSSCCC=C2)C(=O)N1)C(C)C)C(C)C.